This data is from Full USPTO retrosynthesis dataset with 1.9M reactions from patents (1976-2016). The task is: Predict the reactants needed to synthesize the given product. (1) Given the product [C:1]([O:5][C:6](=[O:7])[NH:8][C:9]1[C:18]2[C:13](=[CH:14][CH:15]=[CH:16][CH:17]=2)[C:12]([O:19][C:20]2[CH:25]=[CH:24][N:23]=[C:22]([NH:26][C:27]3[CH:28]=[C:29]([C:30](=[O:31])[NH:47][CH2:46][CH2:45][CH2:44][N:41]4[CH2:42][CH2:43][O:38][CH2:39][CH2:40]4)[CH:33]=[C:34]([O:36][CH3:37])[CH:35]=3)[CH:21]=2)=[CH:11][CH:10]=1)([CH3:2])([CH3:3])[CH3:4], predict the reactants needed to synthesize it. The reactants are: [C:1]([O:5][C:6]([NH:8][C:9]1[C:18]2[C:13](=[CH:14][CH:15]=[CH:16][CH:17]=2)[C:12]([O:19][C:20]2[CH:25]=[CH:24][N:23]=[C:22]([NH:26][C:27]3[CH:28]=[C:29]([CH:33]=[C:34]([O:36][CH3:37])[CH:35]=3)[C:30](O)=[O:31])[CH:21]=2)=[CH:11][CH:10]=1)=[O:7])([CH3:4])([CH3:3])[CH3:2].[O:38]1[CH2:43][CH2:42][N:41]([CH2:44][CH2:45][CH2:46][NH2:47])[CH2:40][CH2:39]1.CCN(C(C)C)C(C)C.CN(C(ON1N=NC2C=CC=NC1=2)=[N+](C)C)C.F[P-](F)(F)(F)(F)F. (2) Given the product [C:12]([O:11][C:9]([N:8]([C:5]1[CH:4]=[CH:3][C:2]([CH2:1][Br:30])=[CH:7][N:6]=1)[C:16]([O:18][C:19]([CH3:22])([CH3:21])[CH3:20])=[O:17])=[O:10])([CH3:15])([CH3:13])[CH3:14], predict the reactants needed to synthesize it. The reactants are: [CH3:1][C:2]1[CH:3]=[CH:4][C:5]([N:8]([C:16]([O:18][C:19]([CH3:22])([CH3:21])[CH3:20])=[O:17])[C:9]([O:11][C:12]([CH3:15])([CH3:14])[CH3:13])=[O:10])=[N:6][CH:7]=1.C1C(=O)N([Br:30])C(=O)C1.C(OOC(=O)C1C=CC=CC=1)(=O)C1C=CC=CC=1. (3) Given the product [Br:9][C:5]1[CH:6]=[C:7]([CH3:8])[C:2]([O:11][CH3:10])=[N:3][CH:4]=1, predict the reactants needed to synthesize it. The reactants are: Br[C:2]1[C:7]([CH3:8])=[CH:6][C:5]([Br:9])=[CH:4][N:3]=1.[CH3:10][O-:11].[Na+].Cl.